Dataset: Reaction yield outcomes from USPTO patents with 853,638 reactions. Task: Predict the reaction yield, written as a fraction of the theoretical maximum amount of product (1.0 means a 100% yield; for example, 0.34 means a 34% yield). The reactants are [F:1][C:2]([F:12])([F:11])[O:3][C:4]1[CH:9]=[CH:8][C:7]([OH:10])=[CH:6][CH:5]=1.[Cl:13][C:14]1[N:15]([CH2:22][CH2:23][CH:24]2[CH2:26][O:25]2)[CH:16]=[C:17]([N+:19]([O-:21])=[O:20])[N:18]=1.C([O-])([O-])=O.[K+].[K+]. The catalyst is CC(=O)CC.O. The product is [Cl:13][C:14]1[N:15]([CH2:22][CH2:23][CH:24]([OH:25])[CH2:26][O:10][C:7]2[CH:6]=[CH:5][C:4]([O:3][C:2]([F:11])([F:12])[F:1])=[CH:9][CH:8]=2)[CH:16]=[C:17]([N+:19]([O-:21])=[O:20])[N:18]=1. The yield is 0.670.